This data is from Full USPTO retrosynthesis dataset with 1.9M reactions from patents (1976-2016). The task is: Predict the reactants needed to synthesize the given product. (1) The reactants are: [NH2:1][C:2]1[CH:3]=[C:4]([C:9]2[CH:14]=[CH:13][C:12]([O:15][CH:16]([CH3:18])[CH3:17])=[CH:11][CH:10]=2)[CH:5]=[CH:6][C:7]=1[OH:8].[Cl:19][C:20]1[CH:28]=[CH:27][C:26]([N+:29]([O-:31])=[O:30])=[CH:25][C:21]=1[C:22](Cl)=O. Given the product [Cl:19][C:20]1[CH:28]=[CH:27][C:26]([N+:29]([O-:31])=[O:30])=[CH:25][C:21]=1[C:22]1[O:8][C:7]2[CH:6]=[CH:5][C:4]([C:9]3[CH:14]=[CH:13][C:12]([O:15][CH:16]([CH3:18])[CH3:17])=[CH:11][CH:10]=3)=[CH:3][C:2]=2[N:1]=1, predict the reactants needed to synthesize it. (2) Given the product [NH2:3][C:4]1[C:5]([SH:1])=[C:6]([CH:7]=[CH:8][CH:9]=1)[C:10]([O:12][CH3:13])=[O:11], predict the reactants needed to synthesize it. The reactants are: [S:1]1[C:5]2[C:6]([C:10]([O:12][CH3:13])=[O:11])=[CH:7][CH:8]=[CH:9][C:4]=2[N:3]=N1. (3) Given the product [F:1][C:2]1[CH:9]=[CH:8][CH:7]=[C:4]([CH3:5])[C:3]=1[OH:10], predict the reactants needed to synthesize it. The reactants are: [F:1][C:2]1[C:3]([OH:10])=[C:4]([CH:7]=[CH:8][CH:9]=1)[CH:5]=O.Cl. (4) The reactants are: [NH:1]1[C:9]2[C:4](=[CH:5][CH:6]=[CH:7][CH:8]=2)[N:3]=[N:2]1.[OH-].[K+].[I:12]I. Given the product [I:12][C:5]1[C:4]2[C:9](=[CH:8][CH:7]=[CH:6][N:3]=2)[NH:1][N:2]=1, predict the reactants needed to synthesize it.